Task: Predict the reactants needed to synthesize the given product.. Dataset: Full USPTO retrosynthesis dataset with 1.9M reactions from patents (1976-2016) (1) Given the product [CH3:10][C:11]1[CH:16]=[CH:15][C:14]([S:17]([N:3]2[CH:4]=[CH:5][C:6]([C:7](=[O:9])[CH3:8])=[N:2]2)(=[O:19])=[O:18])=[CH:13][CH:12]=1, predict the reactants needed to synthesize it. The reactants are: Cl.[NH:2]1[C:6]([C:7](=[O:9])[CH3:8])=[CH:5][CH:4]=[N:3]1.[CH3:10][C:11]1[CH:16]=[CH:15][C:14]([S:17](Cl)(=[O:19])=[O:18])=[CH:13][CH:12]=1. (2) Given the product [Cl:1][C:2]1[CH:13]=[C:6]([O:7][CH2:8][CH2:9][CH2:10][CH2:11][OH:12])[C:5]([S:14]([N:17]2[C:26]3[C:21](=[CH:22][CH:23]=[CH:24][CH:25]=3)[C:20]([CH3:27])([CH3:28])[CH2:19][CH2:18]2)(=[O:15])=[O:16])=[CH:4][C:3]=1[C:39]1[C:44]([C:45]#[N:46])=[CH:43][C:42]([C:47]([F:49])([F:50])[F:48])=[N:41][CH:40]=1, predict the reactants needed to synthesize it. The reactants are: [Cl:1][C:2]1[C:3](B2OC(C)(C)C(C)(C)O2)=[CH:4][C:5]([S:14]([N:17]2[C:26]3[C:21](=[CH:22][CH:23]=[CH:24][CH:25]=3)[C:20]([CH3:28])([CH3:27])[CH2:19][CH2:18]2)(=[O:16])=[O:15])=[C:6]([CH:13]=1)[O:7][CH2:8][CH2:9][CH2:10][CH2:11][OH:12].Br[C:39]1[C:44]([C:45]#[N:46])=[CH:43][C:42]([C:47]([F:50])([F:49])[F:48])=[N:41][CH:40]=1.C([O-])([O-])=O.[Na+].[Na+]. (3) Given the product [Br:1][C:2]1[N:3]([CH2:24][C:22]([OH:28])=[O:23])[C:5]2[C:4]([C:10]=1[CH:9]1[CH2:4][CH2:5][CH2:6][CH2:7][CH2:8]1)=[CH:9][CH:8]=[C:17]([C:16]([O:15][CH3:11])=[O:19])[CH:6]=2, predict the reactants needed to synthesize it. The reactants are: [Br:1][C:2]1[NH:3][C:4]2[C:9]([CH:10]=1)=[CH:8][CH:7]=[CH:6][CH:5]=2.[C:11]([O:15][C:16](=[O:19])[CH2:17]Br)(C)(C)C.[H-].[Na+].[C:22]([OH:28])([C:24](F)(F)F)=[O:23]. (4) Given the product [NH2:27][C:26]1[C:3]2[C:2](=[CH:25][CH:24]=[CH:23][C:4]=2[O:5][CH2:6][CH:7]2[CH2:12][CH2:11][CH2:10][NH:9][CH2:8]2)[N:1]=[C:29]([CH3:36])[C:30]=1[C:31]([O:33][CH2:34][CH3:35])=[O:32], predict the reactants needed to synthesize it. The reactants are: [NH2:1][C:2]1[C:3]([C:26]#[N:27])=[C:4]([CH:23]=[CH:24][CH:25]=1)[O:5][CH2:6][CH:7]1[CH2:12][CH2:11][CH2:10][N:9](C(OCC2C=CC=CC=2)=O)[CH2:8]1.O=[C:29]([CH3:36])[CH2:30][C:31]([O:33][CH2:34][CH3:35])=[O:32]. (5) Given the product [CH3:1][O:2][C:3]([N:5]1[CH2:6][CH2:7][CH:8]([C:11]2[C:12]3[CH:22]=[CH:21][C:20]([C:23]([F:26])([F:24])[F:25])=[CH:19][C:13]=3[S:14][CH:15]=2)[CH2:9][CH2:10]1)=[O:4], predict the reactants needed to synthesize it. The reactants are: [CH3:1][O:2][C:3]([N:5]1[CH2:10][CH2:9][CH:8]([C:11]2[C:12]3[CH:22]=[CH:21][C:20]([C:23]([F:26])([F:25])[F:24])=[CH:19][C:13]=3[S:14][C:15]=2C(O)=O)[CH2:7][CH2:6]1)=[O:4]. (6) Given the product [CH3:1][O:2][C:3]1[CH:8]=[CH:7][CH:6]=[CH:5][C:4]=1[N:9]1[CH2:14][CH2:13][N:12]([CH2:29][CH2:30][CH:31]2[CH2:33][O:32]2)[CH2:11][CH2:10]1, predict the reactants needed to synthesize it. The reactants are: [CH3:1][O:2][C:3]1[CH:8]=[CH:7][CH:6]=[CH:5][C:4]=1[N:9]1[CH2:14][CH2:13][NH:12][CH2:11][CH2:10]1.ClC1C(Cl)=CC=CC=1N1CCN([CH2:29][CH2:30][CH:31]2[CH2:33][O:32]2)CC1. (7) Given the product [CH2:1]([O:8][C:9](=[O:16])[C:10]([NH:12][C:13](=[O:15])[CH3:14])=[CH:11][C:25]1[CH:31]=[CH:30][C:28]([NH2:29])=[C:27]([CH2:32][CH3:33])[CH:26]=1)[C:2]1[CH:7]=[CH:6][CH:5]=[CH:4][CH:3]=1, predict the reactants needed to synthesize it. The reactants are: [CH2:1]([O:8][C:9](=[O:16])[C:10]([NH:12][C:13](=[O:15])[CH3:14])=[CH2:11])[C:2]1[CH:7]=[CH:6][CH:5]=[CH:4][CH:3]=1.CCN(CC)CC.Br[C:25]1[CH:31]=[CH:30][C:28]([NH2:29])=[C:27]([CH2:32][CH3:33])[CH:26]=1. (8) Given the product [F:1][C:2]1[CH:7]=[CH:6][C:5]([C:8]2[N:9]([CH2:31][CH2:32][C@H:33]3[O:38][B:37]([C:39]4[CH:44]=[CH:43][CH:42]=[CH:41][CH:40]=4)[O:36][C@@H:35]([CH2:45][C:46]([O:48][C:49]([CH3:52])([CH3:51])[CH3:50])=[O:47])[CH2:34]3)[C:10]([CH:28]([CH3:30])[CH3:29])=[C:11]([C:19](=[O:59])[NH:20][C:21]3[CH:26]=[CH:25][CH:24]=[CH:23][CH:22]=3)[C:12]=2[C:13]2[CH:18]=[CH:17][CH:16]=[CH:15][CH:14]=2)=[CH:4][CH:3]=1, predict the reactants needed to synthesize it. The reactants are: [F:1][C:2]1[CH:7]=[CH:6][C:5]([C:8]2[N:9]([CH2:31][CH2:32][C@H:33]3[O:38][B:37]([C:39]4[CH:44]=[CH:43][CH:42]=[CH:41][CH:40]=4)[O:36][C@@H:35]([CH2:45][C:46]([O:48][C:49]([CH3:52])([CH3:51])[CH3:50])=[O:47])[CH2:34]3)[C:10]([CH:28]([CH3:30])[CH3:29])=[C:11]([C:19](=S)[NH:20][C:21]3[CH:26]=[CH:25][CH:24]=[CH:23][CH:22]=3)[C:12]=2[C:13]2[CH:18]=[CH:17][CH:16]=[CH:15][CH:14]=2)=[CH:4][CH:3]=1.[OH-].[Na+].OO.C(OCC)(=[O:59])C. (9) Given the product [Si:14]([O:21][C@@H:22]1[C@@:39]2([CH3:40])[C:26](=[CH:27][CH:28]=[C:29]3[C@@H:38]2[CH2:37][CH2:36][C@@:34]2([CH3:35])[C@H:30]3[CH2:31][CH2:32][C@@H:33]2[CH2:41][OH:42])[CH2:25][C@@H:24]([O:43][Si:44]([C:47]([CH3:50])([CH3:49])[CH3:48])([CH3:45])[CH3:46])[CH2:23]1)([C:17]([CH3:20])([CH3:19])[CH3:18])([CH3:16])[CH3:15], predict the reactants needed to synthesize it. The reactants are: C1(N2C(=O)N=NC2=O)C=CC=CC=1.[Si:14]([O:21][C@@H:22]1[C@@:39]2([CH3:40])[C:26](=[CH:27][CH:28]=[C:29]3[C@@H:38]2[CH2:37][CH2:36][C@@:34]2([CH3:35])[C@H:30]3[CH2:31][CH2:32][C@@H:33]2[CH2:41][OH:42])[CH2:25][C@@H:24]([O:43][Si:44]([C:47]([CH3:50])([CH3:49])[CH3:48])([CH3:46])[CH3:45])[CH2:23]1)([C:17]([CH3:20])([CH3:19])[CH3:18])([CH3:16])[CH3:15].